Task: Predict which catalyst facilitates the given reaction.. Dataset: Catalyst prediction with 721,799 reactions and 888 catalyst types from USPTO (1) Reactant: [Cl:1][C:2]1[CH:10]=[C:9]2[C:5]([C:6]([C:12]3[N:13]=[C:14]4[C:20]([C:21](O)=[O:22])=[CH:19][N:18]([CH2:24][O:25][CH2:26][CH2:27][Si:28]([CH3:31])([CH3:30])[CH3:29])[C:15]4=[N:16][CH:17]=3)=[N:7][N:8]2[CH3:11])=[CH:4][CH:3]=1.[NH2:32][C@@H:33]([CH2:35][OH:36])[CH3:34].CN(C(ON1N=NC2C=CC=CC1=2)=[N+](C)C)C.F[P-](F)(F)(F)(F)F.C1C=CC2N(O)N=NC=2C=1.CCN(C(C)C)C(C)C. Product: [OH:36][CH2:35][C@H:33]([NH:32][C:21]([C:20]1[C:14]2[C:15](=[N:16][CH:17]=[C:12]([C:6]3[C:5]4[C:9](=[CH:10][C:2]([Cl:1])=[CH:3][CH:4]=4)[N:8]([CH3:11])[N:7]=3)[N:13]=2)[N:18]([CH2:24][O:25][CH2:26][CH2:27][Si:28]([CH3:29])([CH3:31])[CH3:30])[CH:19]=1)=[O:22])[CH3:34]. The catalyst class is: 329. (2) Reactant: C([N:8]1[CH:12]=[C:11]([C:13]2([OH:17])[CH2:16][O:15][CH2:14]2)[N:10]=[CH:9]1)C1C=CC=CC=1.C(N1C=C(I)N=C1)C1C=CC=CC=1.CC[Mg+].[Br-]. Product: [NH:8]1[CH:12]=[C:11]([C:13]2([OH:17])[CH2:16][O:15][CH2:14]2)[N:10]=[CH:9]1. The catalyst class is: 2. (3) Reactant: [NH2:1][C:2]1[C:7]([C:8]#[N:9])=[C:6]([CH:10]2[CH2:15][CH2:14][CH2:13][CH2:12][O:11]2)[C:5]([C:16]#[N:17])=[C:4]([SH:18])[N:3]=1.Cl[CH2:20][C:21]1[N:22]=[C:23]([C:26]2[CH:31]=[CH:30][C:29]([Cl:32])=[CH:28][CH:27]=2)[S:24][CH:25]=1.C(=O)(O)[O-].[Na+]. Product: [NH2:1][C:2]1[C:7]([C:8]#[N:9])=[C:6]([CH:10]2[CH2:15][CH2:14][CH2:13][CH2:12][O:11]2)[C:5]([C:16]#[N:17])=[C:4]([S:18][CH2:20][C:21]2[N:22]=[C:23]([C:26]3[CH:31]=[CH:30][C:29]([Cl:32])=[CH:28][CH:27]=3)[S:24][CH:25]=2)[N:3]=1. The catalyst class is: 3. (4) Reactant: [C:1]([O:20][CH3:21])(=[O:19])[CH2:2][CH2:3][CH2:4][CH2:5][CH2:6][CH2:7][CH2:8]/[CH:9]=[CH:10]\[CH2:11][CH2:12][CH2:13][CH2:14][CH2:15][CH2:16][CH2:17][CH3:18].ClC1C=CC=C(C(OO)=[O:30])C=1. Product: [CH2:11]([CH:10]1[O:30][CH:9]1[CH2:8][CH2:7][CH2:6][CH2:5][CH2:4][CH2:3][CH2:2][C:1]([O:20][CH3:21])=[O:19])[CH2:12][CH2:13][CH2:14][CH2:15][CH2:16][CH2:17][CH3:18]. The catalyst class is: 4. (5) Reactant: [Cl:1][C:2]1[N:7]=[C:6]([C:8]2[NH:9][C:10]3[C:15]([CH:16]=2)=[CH:14][CH:13]=[CH:12][CH:11]=3)[C:5]([OH:17])=[CH:4][CH:3]=1.[F:18][B-](F)(F)F.ClC[N+]12CC[N+](F)(CC1)CC2.F[B-](F)(F)F. Product: [Cl:1][C:2]1[N:7]=[C:6]([C:8]2[NH:9][C:10]3[C:15]([C:16]=2[F:18])=[CH:14][CH:13]=[CH:12][CH:11]=3)[C:5]([OH:17])=[CH:4][CH:3]=1. The catalyst class is: 21.